From a dataset of Forward reaction prediction with 1.9M reactions from USPTO patents (1976-2016). Predict the product of the given reaction. Given the reactants [C:1]1([CH:7]([C:29]2[CH:34]=[CH:33][CH:32]=[CH:31][CH:30]=2)[CH2:8][NH:9][C:10]2[C:19]3[C:14](=[CH:15][CH:16]=[CH:17][CH:18]=3)[N:13]=[C:12]([C:20]3[CH:21]=[C:22]4[C:26](=[CH:27][CH:28]=3)[NH:25][CH:24]=[CH:23]4)[N:11]=2)[CH:6]=[CH:5][CH:4]=[CH:3][CH:2]=1.[CH3:35][O-:36].[Na+].[CH2:38]=O.C(Cl)(Cl)Cl.CO, predict the reaction product. The product is: [C:29]1([CH:7]([C:1]2[CH:2]=[CH:3][CH:4]=[CH:5][CH:6]=2)[CH2:8][NH:9][C:10]2[C:19]3[C:14](=[CH:15][CH:16]=[CH:17][CH:18]=3)[N:13]=[C:12]([C:20]3[CH:21]=[C:22]4[C:26](=[CH:27][CH:28]=3)[NH:25][CH:24]=[C:23]4[CH2:35][O:36][CH3:38])[N:11]=2)[CH:34]=[CH:33][CH:32]=[CH:31][CH:30]=1.